Predict which catalyst facilitates the given reaction. From a dataset of Catalyst prediction with 721,799 reactions and 888 catalyst types from USPTO. (1) Product: [Cl:24][C:14]1[CH:15]=[C:16]([C:20]([F:21])([F:22])[F:23])[CH:17]=[C:18]([Cl:19])[C:13]=1[N:12]1[C:8]([NH:7][CH2:32][O:33][CH2:36][CH2:35][CH3:37])=[C:9]([S:27][C:28]([F:31])([F:30])[F:29])[C:10]([C:25]#[N:26])=[N:11]1. The catalyst class is: 13. Reactant: C(=O)([O-])[O-].[K+].[K+].[NH2:7][C:8]1[N:12]([C:13]2[C:18]([Cl:19])=[CH:17][C:16]([C:20]([F:23])([F:22])[F:21])=[CH:15][C:14]=2[Cl:24])[N:11]=[C:10]([C:25]#[N:26])[C:9]=1[S:27][C:28]([F:31])([F:30])[F:29].[CH2:32]=[O:33].O.[CH:35](O)([CH3:37])[CH3:36]. (2) Reactant: [H-].[Na+].[Cl:3][C:4]1[N:20]=[CH:19][C:7]2[NH:8][C:9](=[O:18])[CH:10]([CH3:17])[N:11]([CH:12]3[CH2:16][CH2:15][CH2:14][CH2:13]3)[C:6]=2[CH:5]=1.I[CH3:22]. Product: [Cl:3][C:4]1[N:20]=[CH:19][C:7]2[N:8]([CH3:22])[C:9](=[O:18])[CH:10]([CH3:17])[N:11]([CH:12]3[CH2:13][CH2:14][CH2:15][CH2:16]3)[C:6]=2[CH:5]=1. The catalyst class is: 3. (3) Reactant: [C:1]([C:4]1[CH:29]=[CH:28][C:7]([O:8][CH2:9][C:10]2[CH:15]=[CH:14][C:13]([CH:16]([N:25]=[N+]=[N-])[C:17]3[CH:18]=[C:19]([CH:22]=[CH:23][CH:24]=3)[C:20]#[N:21])=[CH:12][CH:11]=2)=[C:6]([CH2:30][CH2:31][CH3:32])[C:5]=1[OH:33])(=[O:3])[CH3:2].C1(P(C2C=CC=CC=2)C2C=CC=CC=2)C=CC=CC=1.O. Product: [C:1]([C:4]1[CH:29]=[CH:28][C:7]([O:8][CH2:9][C:10]2[CH:11]=[CH:12][C:13]([CH:16]([NH2:25])[C:17]3[CH:18]=[C:19]([CH:22]=[CH:23][CH:24]=3)[C:20]#[N:21])=[CH:14][CH:15]=2)=[C:6]([CH2:30][CH2:31][CH3:32])[C:5]=1[OH:33])(=[O:3])[CH3:2]. The catalyst class is: 7. (4) Reactant: [Br:1][C:2]12[CH2:12][C:6]3(CO)[CH2:7][C:8]([CH3:11])([CH2:10][C:4]([CH3:15])([CH2:5]3)[CH2:3]1)[CH2:9]2.[NH:16]1[CH:20]=[CH:19][CH:18]=[N:17]1.C(C=P(CCCC)(CCCC)CCCC)#N. Product: [Br:1][C:2]12[CH2:12][C:6]3([N:16]4[CH:20]=[CH:19][CH:18]=[N:17]4)[CH2:5][C:4]([CH3:15])([CH2:10][C:8]([CH3:11])([CH2:7]3)[CH2:9]1)[CH2:3]2. The catalyst class is: 11. (5) Reactant: C(=O)([O-])[O-].[K+].[K+].Cl.[NH2:8][OH:9].[CH3:10][O:11][C:12](=[O:23])[C:13]1[CH:18]=[CH:17][CH:16]=[CH:15][C:14]=1[S:19](Cl)(=[O:21])=[O:20].S(Cl)(Cl)(=O)=O. Product: [CH3:10][O:11][C:12](=[O:23])[C:13]1[CH:18]=[CH:17][CH:16]=[CH:15][C:14]=1[S:19](=[O:21])(=[O:20])[NH:8][OH:9]. The catalyst class is: 799.